This data is from Kir2.1 potassium channel HTS with 301,493 compounds. The task is: Binary Classification. Given a drug SMILES string, predict its activity (active/inactive) in a high-throughput screening assay against a specified biological target. (1) The molecule is S(=O)(=O)(Nc1cc2ncn(c2cc1)CC)c1cc(OC)c(OC)cc1. The result is 0 (inactive). (2) The drug is Clc1ccc(NC(=O)CN(CC(=O)Nc2ccc(cc2)C(=O)N)C)cc1. The result is 0 (inactive). (3) The compound is Clc1cc(NC(=O)CN(C(=O)c2sc3CCC(Cc3c2)C)C)c(OC)cc1. The result is 0 (inactive). (4) The molecule is s1c(C(C)C)cc(c1)C(=O)NNC(=S)NCCCC. The result is 0 (inactive).